From a dataset of Retrosynthesis with 50K atom-mapped reactions and 10 reaction types from USPTO. Predict the reactants needed to synthesize the given product. (1) The reactants are: CC(C)(C)OC(=O)N1CCN(c2nc(N[C@H]3CCN(C(=O)Cc4ccc(Cl)cc4)C3)nc3ccccc23)CC1. Given the product O=C(Cc1ccc(Cl)cc1)N1CC[C@H](Nc2nc(N3CCNCC3)c3ccccc3n2)C1, predict the reactants needed to synthesize it. (2) Given the product O=[N+]([O-])c1ccc(OCc2cccnc2)cc1, predict the reactants needed to synthesize it. The reactants are: ClCc1cccnc1.O=[N+]([O-])c1ccc(O)cc1. (3) Given the product O=C(Nc1nc2ccccc2s1)N1CCN(c2nc(-c3ccccc3)ns2)CC1, predict the reactants needed to synthesize it. The reactants are: O=C(Nc1nc2ccccc2s1)OCC(Cl)(Cl)Cl.c1ccc(-c2nsc(N3CCNCC3)n2)cc1.